The task is: Predict the reactants needed to synthesize the given product.. This data is from Full USPTO retrosynthesis dataset with 1.9M reactions from patents (1976-2016). (1) The reactants are: C(OC([N:8]1[CH2:16][C:15]2[C:10](=[CH:11][C:12]([CH:18]3[CH2:23][CH2:22][O:21][CH2:20][CH2:19]3)=[C:13]([Cl:17])[CH:14]=2)[CH2:9]1)=O)(C)(C)C.[F:24][C:25]([F:30])([F:29])[C:26]([OH:28])=[O:27]. Given the product [F:24][C:25]([F:30])([F:29])[C:26]([OH:28])=[O:27].[Cl:17][C:13]1[CH:14]=[C:15]2[C:10](=[CH:11][C:12]=1[CH:18]1[CH2:19][CH2:20][O:21][CH2:22][CH2:23]1)[CH2:9][NH:8][CH2:16]2, predict the reactants needed to synthesize it. (2) Given the product [C:1]([C:5]1[N:6]=[C:7]([C:10]2[CH:11]=[C:12]([OH:16])[CH:13]=[CH:14][CH:15]=2)[O:8][CH:9]=1)([CH3:4])([CH3:2])[CH3:3], predict the reactants needed to synthesize it. The reactants are: [C:1]([C:5]1[N:6]=[C:7]([C:10]2[CH:15]=[CH:14][CH:13]=[C:12]([O:16]C)[CH:11]=2)[O:8][CH:9]=1)([CH3:4])([CH3:3])[CH3:2].